Dataset: Catalyst prediction with 721,799 reactions and 888 catalyst types from USPTO. Task: Predict which catalyst facilitates the given reaction. (1) Reactant: [Cl-].O[NH3+:3].[C:4](=[O:7])([O-])[OH:5].[Na+].CS(C)=O.[CH2:13]([O:15][C:16]1[N:17]([CH2:34][C:35]2[CH:40]=[CH:39][C:38]([C:41]3[C:42]([C:47]#[N:48])=[CH:43][CH:44]=[CH:45][CH:46]=3)=[CH:37][CH:36]=2)[C:18](=[O:33])[C:19]([C:23]2[CH:28]=[CH:27][C:26]([O:29][CH:30]([CH3:32])[CH3:31])=[CH:25][CH:24]=2)=[C:20]([CH3:22])[N:21]=1)[CH3:14]. Product: [CH2:13]([O:15][C:16]1[N:17]([CH2:34][C:35]2[CH:36]=[CH:37][C:38]([C:41]3[CH:46]=[CH:45][CH:44]=[CH:43][C:42]=3[C:47]3[NH:3][C:4](=[O:7])[O:5][N:48]=3)=[CH:39][CH:40]=2)[C:18](=[O:33])[C:19]([C:23]2[CH:24]=[CH:25][C:26]([O:29][CH:30]([CH3:32])[CH3:31])=[CH:27][CH:28]=2)=[C:20]([CH3:22])[N:21]=1)[CH3:14]. The catalyst class is: 13. (2) Reactant: [C:1]([C:5]1[NH:9][C:8]([C:10]([O:12]C)=[O:11])=[C:7]([N+:14]([O-:16])=[O:15])[CH:6]=1)([CH3:4])([CH3:3])[CH3:2].Cl. Product: [C:1]([C:5]1[NH:9][C:8]([C:10]([OH:12])=[O:11])=[C:7]([N+:14]([O-:16])=[O:15])[CH:6]=1)([CH3:4])([CH3:2])[CH3:3]. The catalyst class is: 776. (3) Reactant: [CH3:1][S:2]([N:5](S(C)(=O)=O)[C:6]1[CH:11]=[C:10]([CH2:12][NH:13][C:14]2[CH:33]=[CH:32][CH:31]=[CH:30][C:15]=2[C:16]([NH:18][C:19]2[CH:29]=[CH:28][C:22]3[O:23][C:24]([F:27])([F:26])[O:25][C:21]=3[CH:20]=2)=[O:17])[CH:9]=[CH:8][N:7]=1)(=[O:4])=[O:3].[OH-].[Na+].Cl. Product: [F:27][C:24]1([F:26])[O:23][C:22]2[CH:28]=[CH:29][C:19]([NH:18][C:16](=[O:17])[C:15]3[CH:30]=[CH:31][CH:32]=[CH:33][C:14]=3[NH:13][CH2:12][C:10]3[CH:9]=[CH:8][N:7]=[C:6]([NH:5][S:2]([CH3:1])(=[O:4])=[O:3])[CH:11]=3)=[CH:20][C:21]=2[O:25]1. The catalyst class is: 5.